The task is: Predict the reactants needed to synthesize the given product.. This data is from Full USPTO retrosynthesis dataset with 1.9M reactions from patents (1976-2016). Given the product [CH3:30][S:19][C:18]1[O:4][C:3]([CH:5]2[CH2:10][CH2:9][N:8]([C:11]([O:13][C:14]([CH3:17])([CH3:16])[CH3:15])=[O:12])[CH2:7][CH2:6]2)=[N:1][N:2]=1, predict the reactants needed to synthesize it. The reactants are: [NH:1]([C:3]([CH:5]1[CH2:10][CH2:9][N:8]([C:11]([O:13][C:14]([CH3:17])([CH3:16])[CH3:15])=[O:12])[CH2:7][CH2:6]1)=[O:4])[NH2:2].[C:18](N1C=CN=C1)(N1C=CN=C1)=[S:19].[CH3:30]I.